Dataset: Reaction yield outcomes from USPTO patents with 853,638 reactions. Task: Predict the reaction yield, written as a fraction of the theoretical maximum amount of product (1.0 means a 100% yield; for example, 0.34 means a 34% yield). (1) The reactants are Cl.[N:2]1[CH:7]=[CH:6][CH:5]=[CH:4][C:3]=1[C:8](Cl)=[O:9].CCN(CC)CC.[NH2:18][C:19]1[CH:24]=[CH:23][C:22]([N:25]2[CH2:30][CH2:29][N:28]([C:31](=[O:35])[CH:32]([CH3:34])[CH3:33])[CH2:27][CH2:26]2)=[C:21]([Cl:36])[CH:20]=1. The catalyst is C(Cl)Cl. The product is [Cl:36][C:21]1[CH:20]=[C:19]([NH:18][C:8](=[O:9])[C:3]2[CH:4]=[CH:5][CH:6]=[CH:7][N:2]=2)[CH:24]=[CH:23][C:22]=1[N:25]1[CH2:30][CH2:29][N:28]([C:31](=[O:35])[CH:32]([CH3:33])[CH3:34])[CH2:27][CH2:26]1. The yield is 0.180. (2) The reactants are [C:1]([O:5][C:6]([NH:8][C@H:9]([CH2:16]OS(C1C=CC(C)=CC=1)(=O)=O)[CH2:10][CH2:11][C:12]([O:14][CH3:15])=[O:13])=[O:7])([CH3:4])([CH3:3])[CH3:2].[N-:28]=[N+:29]=[N-:30].[Na+]. The catalyst is CN(C=O)C. The product is [N:28]([CH2:16][C@@H:9]([NH:8][C:6]([O:5][C:1]([CH3:4])([CH3:3])[CH3:2])=[O:7])[CH2:10][CH2:11][C:12]([O:14][CH3:15])=[O:13])=[N+:29]=[N-:30]. The yield is 0.800. (3) The reactants are [F:1][C:2]1[CH:19]=[C:18]([N+:20]([O-:22])=[O:21])[CH:17]=[CH:16][C:3]=1[O:4][C:5]1[C:14]2[C:9](=[CH:10][C:11]([OH:15])=[CH:12][CH:13]=2)[N:8]=[CH:7][CH:6]=1.[OH-:23].[Na+].C(Cl)(Cl)Cl.Cl. The catalyst is CC(C)=O.O. The product is [F:1][C:2]1[CH:19]=[C:18]([N+:20]([O-:22])=[O:21])[CH:17]=[CH:16][C:3]=1[O:4][C:5]1[C:14]2[C:9](=[CH:10][C:11]([O:15][C:14]([CH3:9])([CH3:13])[C:5]([OH:4])=[O:23])=[CH:12][CH:13]=2)[N:8]=[CH:7][CH:6]=1. The yield is 0.364. (4) The reactants are [CH3:1][N:2]1[C:7](=[O:8])[C:6]([NH:9][C:10]2[CH:15]=[CH:14][CH:13]=[C:12]([N:16]3[CH2:21][CH2:20][N:19]([CH3:22])[CH2:18][CH2:17]3)[N:11]=2)=[CH:5][C:4]([C:23]2[C:28]([CH:29]=[O:30])=[C:27]([N:31]3[CH2:43][CH2:42][N:34]4[C:35]5[CH2:36][CH2:37][CH2:38][CH2:39][C:40]=5[CH:41]=[C:33]4[C:32]3=[O:44])[N:26]=[CH:25][CH:24]=2)=[CH:3]1.[BH4-].[Na+]. The catalyst is CO. The product is [OH:30][CH2:29][C:28]1[C:27]([N:31]2[CH2:43][CH2:42][N:34]3[C:35]4[CH2:36][CH2:37][CH2:38][CH2:39][C:40]=4[CH:41]=[C:33]3[C:32]2=[O:44])=[N:26][CH:25]=[CH:24][C:23]=1[C:4]1[CH:5]=[C:6]([NH:9][C:10]2[CH:15]=[CH:14][CH:13]=[C:12]([N:16]3[CH2:21][CH2:20][N:19]([CH3:22])[CH2:18][CH2:17]3)[N:11]=2)[C:7](=[O:8])[N:2]([CH3:1])[CH:3]=1. The yield is 0.490. (5) The reactants are C([O:8][CH2:9][CH2:10][CH:11]([C:13]1[N:17]2[C:18](=[O:33])[CH:19]=[C:20]([CH2:22][N:23]([CH2:31][CH3:32])[C:24]3[CH:29]=[CH:28][C:27]([F:30])=[CH:26][CH:25]=3)[N:21]=[C:16]2[S:15][C:14]=1[CH3:34])[OH:12])C1C=CC=CC=1.B(Cl)(Cl)Cl. The catalyst is ClCCl. The product is [OH:12][CH:11]([C:13]1[N:17]2[C:18](=[O:33])[CH:19]=[C:20]([CH2:22][N:23]([CH2:31][CH3:32])[C:24]3[CH:25]=[CH:26][C:27]([F:30])=[CH:28][CH:29]=3)[N:21]=[C:16]2[S:15][C:14]=1[CH3:34])[CH2:10][CH2:9][OH:8]. The yield is 0.320. (6) The reactants are Cl[C:2]1[C:11]2[C:6](=[CH:7][C:8]([O:12][CH2:13][C:14]3[CH:21]=[CH:20][C:17]([C:18]#[N:19])=[CH:16][CH:15]=3)=[CH:9][CH:10]=2)[N:5]=[C:4]([CH3:22])[CH:3]=1.[OH:23][C@H:24]1[CH2:28][CH2:27][NH:26][CH2:25]1. No catalyst specified. The product is [OH:23][C@H:24]1[CH2:28][CH2:27][N:26]([C:2]2[C:11]3[C:6](=[CH:7][C:8]([O:12][CH2:13][C:14]4[CH:21]=[CH:20][C:17]([C:18]#[N:19])=[CH:16][CH:15]=4)=[CH:9][CH:10]=3)[N:5]=[C:4]([CH3:22])[CH:3]=2)[CH2:25]1. The yield is 0.839. (7) The reactants are [F:1][C:2]1[CH:7]=[C:6]([F:8])[CH:5]=[CH:4][C:3]=1[NH:9][C:10](=[O:55])[NH:11][C:12]1[CH:53]=[CH:52][C:15]([O:16][C:17]2[CH:22]=[CH:21][N:20]=[C:19]3[CH:23]=[C:24]([C:26]4[N:27]([CH3:51])[C:28]([CH2:31][N:32]([CH2:47][CH2:48][O:49][CH3:50])[C:33](=[O:46])[C@@H:34]([NH:38]C(=O)OC(C)(C)C)[CH:35]([CH3:37])[CH3:36])=[CH:29][N:30]=4)[S:25][C:18]=23)=[C:14]([F:54])[CH:13]=1.Cl.O1CCOCC1. The catalyst is C(Cl)Cl.O.C([O-])(O)=O.[Na+]. The product is [NH2:38][C@@H:34]([CH:35]([CH3:37])[CH3:36])[C:33]([N:32]([CH2:31][C:28]1[N:27]([CH3:51])[C:26]([C:24]2[S:25][C:18]3[C:19](=[N:20][CH:21]=[CH:22][C:17]=3[O:16][C:15]3[CH:52]=[CH:53][C:12]([NH:11][C:10]([NH:9][C:3]4[CH:4]=[CH:5][C:6]([F:8])=[CH:7][C:2]=4[F:1])=[O:55])=[CH:13][C:14]=3[F:54])[CH:23]=2)=[N:30][CH:29]=1)[CH2:47][CH2:48][O:49][CH3:50])=[O:46]. The yield is 0.890. (8) The reactants are [Br:1][C:2]1[CH:6]=[CH:5][O:4][C:3]=1[CH:7]=[O:8].[CH2:9](O)[CH2:10][OH:11].C([O-])(O)=O.[Na+]. The catalyst is C1C=CC=CC=1.O.C1(C)C=CC(S(O)(=O)=O)=CC=1. The product is [Br:1][C:2]1[CH:6]=[CH:5][O:4][C:3]=1[CH:7]1[O:11][CH2:10][CH2:9][O:8]1. The yield is 0.920. (9) The reactants are [Br:1][C:2]1[CH:7]=[CH:6][C:5]([C@@H:8]([N:10]2[CH2:15][CH2:14][C@:13]([CH2:22][C:23](=[O:25])[CH3:24])([C:16]3[CH:21]=[CH:20][CH:19]=[CH:18][CH:17]=3)[O:12][C:11]2=[O:26])[CH3:9])=[CH:4][CH:3]=1.[CH3:27][Mg]Br. The catalyst is C1COCC1. The product is [Br:1][C:2]1[CH:7]=[CH:6][C:5]([C@@H:8]([N:10]2[CH2:15][CH2:14][C@:13]([CH2:22][C:23]([OH:25])([CH3:27])[CH3:24])([C:16]3[CH:17]=[CH:18][CH:19]=[CH:20][CH:21]=3)[O:12][C:11]2=[O:26])[CH3:9])=[CH:4][CH:3]=1. The yield is 0.530. (10) The reactants are C(O[C:10]1[CH:15]=[CH:14][C:13]([O:16][C:17]2[N:18]=[N:19][C:20]([Cl:32])=[CH:21][C:22]=2[O:23]C(=O)C2C=CC=CC=2)=[C:12](C)[CH:11]=1)(=O)C1C=CC=CC=1.ClCCl.[CH2:37]([N:39](CC)CC)[CH3:38].C(Cl)(=[O:46])C. The catalyst is [Cl-].[Na+].O. The product is [Cl:32][C:20]1[N:19]=[N:18][C:17]([O:16][C:13]2[CH:14]=[CH:15][CH:10]=[CH:11][C:12]=2[NH:39][C:37](=[O:46])[CH3:38])=[C:22]([OH:23])[CH:21]=1. The yield is 0.171.